This data is from Reaction yield outcomes from USPTO patents with 853,638 reactions. The task is: Predict the reaction yield, written as a fraction of the theoretical maximum amount of product (1.0 means a 100% yield; for example, 0.34 means a 34% yield). The reactants are Br[C:2]1[CH:7]=[CH:6][C:5]([S:8]([NH:11][CH3:12])(=[O:10])=[O:9])=[CH:4][C:3]=1[CH3:13].[CH3:14][C:15]1([CH3:31])[C:19]([CH3:21])([CH3:20])[O:18][B:17]([B:17]2[O:18][C:19]([CH3:21])([CH3:20])[C:15]([CH3:31])([CH3:14])[O:16]2)[O:16]1.C([O-])(=O)C.[K+]. The catalyst is C1C=CC(P(C2C=CC=CC=2)[C-]2C=CC=C2)=CC=1.C1C=CC(P(C2C=CC=CC=2)[C-]2C=CC=C2)=CC=1.Cl[Pd]Cl.[Fe+2]. The product is [CH3:12][NH:11][S:8]([C:5]1[CH:6]=[CH:7][C:2]([B:17]2[O:18][C:19]([CH3:21])([CH3:20])[C:15]([CH3:31])([CH3:14])[O:16]2)=[C:3]([CH3:13])[CH:4]=1)(=[O:10])=[O:9]. The yield is 0.320.